Dataset: NCI-60 drug combinations with 297,098 pairs across 59 cell lines. Task: Regression. Given two drug SMILES strings and cell line genomic features, predict the synergy score measuring deviation from expected non-interaction effect. (1) Drug 1: CC(CN1CC(=O)NC(=O)C1)N2CC(=O)NC(=O)C2. Drug 2: C1C(C(OC1N2C=NC(=NC2=O)N)CO)O. Cell line: EKVX. Synergy scores: CSS=4.88, Synergy_ZIP=-2.09, Synergy_Bliss=-3.19, Synergy_Loewe=-2.71, Synergy_HSA=-3.60. (2) Drug 1: CNC(=O)C1=CC=CC=C1SC2=CC3=C(C=C2)C(=NN3)C=CC4=CC=CC=N4. Drug 2: CC(C)(C#N)C1=CC(=CC(=C1)CN2C=NC=N2)C(C)(C)C#N. Cell line: NCI-H226. Synergy scores: CSS=-0.392, Synergy_ZIP=-1.74, Synergy_Bliss=-5.39, Synergy_Loewe=-6.05, Synergy_HSA=-6.34. (3) Drug 1: CCCCC(=O)OCC(=O)C1(CC(C2=C(C1)C(=C3C(=C2O)C(=O)C4=C(C3=O)C=CC=C4OC)O)OC5CC(C(C(O5)C)O)NC(=O)C(F)(F)F)O. Drug 2: COCCOC1=C(C=C2C(=C1)C(=NC=N2)NC3=CC=CC(=C3)C#C)OCCOC.Cl. Cell line: SW-620. Synergy scores: CSS=35.4, Synergy_ZIP=-0.481, Synergy_Bliss=-4.00, Synergy_Loewe=-11.6, Synergy_HSA=-5.11. (4) Cell line: A549. Drug 1: COC1=C(C=C2C(=C1)N=CN=C2NC3=CC(=C(C=C3)F)Cl)OCCCN4CCOCC4. Drug 2: CC12CCC3C(C1CCC2OP(=O)(O)O)CCC4=C3C=CC(=C4)OC(=O)N(CCCl)CCCl.[Na+]. Synergy scores: CSS=27.5, Synergy_ZIP=-0.170, Synergy_Bliss=-1.09, Synergy_Loewe=-10.1, Synergy_HSA=0.553. (5) Drug 1: C1=CC=C(C=C1)NC(=O)CCCCCCC(=O)NO. Drug 2: CC1=C(N=C(N=C1N)C(CC(=O)N)NCC(C(=O)N)N)C(=O)NC(C(C2=CN=CN2)OC3C(C(C(C(O3)CO)O)O)OC4C(C(C(C(O4)CO)O)OC(=O)N)O)C(=O)NC(C)C(C(C)C(=O)NC(C(C)O)C(=O)NCCC5=NC(=CS5)C6=NC(=CS6)C(=O)NCCC[S+](C)C)O. Cell line: K-562. Synergy scores: CSS=24.6, Synergy_ZIP=0.0240, Synergy_Bliss=-0.00549, Synergy_Loewe=-0.127, Synergy_HSA=-2.20. (6) Drug 1: CNC(=O)C1=CC=CC=C1SC2=CC3=C(C=C2)C(=NN3)C=CC4=CC=CC=N4. Drug 2: C1C(C(OC1N2C=NC3=C2NC=NCC3O)CO)O. Cell line: A549. Synergy scores: CSS=12.2, Synergy_ZIP=-1.34, Synergy_Bliss=1.01, Synergy_Loewe=1.47, Synergy_HSA=1.49.